Dataset: Full USPTO retrosynthesis dataset with 1.9M reactions from patents (1976-2016). Task: Predict the reactants needed to synthesize the given product. (1) Given the product [CH3:4][C:3]([OH:5])([CH:2]([CH3:1])[CH2:6][CH:7]=[CH2:8])[CH2:10][C:11]([O:13][CH3:14])=[O:12], predict the reactants needed to synthesize it. The reactants are: [CH3:1][CH:2]([CH2:6][CH:7]=[CH2:8])[C:3](=[O:5])[CH3:4].Br[CH2:10][C:11]([O:13][CH3:14])=[O:12].OCC(CO)O.[Cl-].N. (2) Given the product [F:58][C:46]1[C:47]([C:49]2[N:50]([CH:55]([CH3:57])[CH3:56])[C:51]([CH3:54])=[N:52][CH:53]=2)=[N:48][C:43]([NH:42][C:39]2[CH:40]=[CH:41][C:36]([C:35]([NH:34][CH2:33][CH2:32][NH:31][CH3:30])=[O:59])=[CH:37][CH:38]=2)=[N:44][CH:45]=1, predict the reactants needed to synthesize it. The reactants are: CNCCNC(=O)C1C=CC(NC2N=C(C3N(C(C)C)C(C)=NC=3)C=CN=2)=CC=1.[CH3:30][N:31](C)[CH2:32][CH2:33][NH:34][C:35](=[O:59])[C:36]1[CH:41]=[CH:40][C:39]([NH:42][C:43]2[N:48]=[C:47]([C:49]3[N:50]([CH:55]([CH3:57])[CH3:56])[C:51]([CH3:54])=[N:52][CH:53]=3)[C:46]([F:58])=[CH:45][N:44]=2)=[CH:38][CH:37]=1.